Task: Predict the product of the given reaction.. Dataset: Forward reaction prediction with 1.9M reactions from USPTO patents (1976-2016) (1) Given the reactants FC(F)(F)C1C=C(NC(=O)NC2C=CC(C3SC(CCC(OC)=O)=NC=3)=CC=2)C=CC=1.[C:32]([NH:35][C:36](=[O:56])[CH2:37][CH:38]1[CH2:43][CH2:42][CH:41]([C:44]2[S:45][C:46]([C:49]3[CH:54]=[CH:53][C:52]([NH2:55])=[CH:51][CH:50]=3)=[CH:47][N:48]=2)[CH2:40][CH2:39]1)(=[O:34])[CH3:33].[F:57][C:58]1[CH:63]=[C:62]([F:64])[CH:61]=[CH:60][C:59]=1[N:65]=[C:66]=[O:67], predict the reaction product. The product is: [C:32]([NH:35][C:36](=[O:56])[CH2:37][CH:38]1[CH2:43][CH2:42][CH:41]([C:44]2[S:45][C:46]([C:49]3[CH:50]=[CH:51][C:52]([NH:55][C:66]([NH:65][C:59]4[CH:60]=[CH:61][C:62]([F:64])=[CH:63][C:58]=4[F:57])=[O:67])=[CH:53][CH:54]=3)=[CH:47][N:48]=2)[CH2:40][CH2:39]1)(=[O:34])[CH3:33]. (2) Given the reactants [F:1][C:2]1[N:7]=[C:6]([NH2:8])[CH:5]=[CH:4][CH:3]=1.[Br:9]N1C(=O)CCC1=O, predict the reaction product. The product is: [Br:9][C:3]1[CH:4]=[CH:5][C:6]([NH2:8])=[N:7][C:2]=1[F:1]. (3) Given the reactants [C:1]([O:7][CH2:8][CH2:9][C:10]#[N:11])(=[O:6])[CH2:2][C:3]([CH3:5])=O.C([O-])(=O)C.[NH4+:16], predict the reaction product. The product is: [NH2:16]/[C:3](/[CH3:5])=[CH:2]\[C:1]([O:7][CH2:8][CH2:9][C:10]#[N:11])=[O:6]. (4) The product is: [CH2:1]([N:3]([CH2:15][CH3:16])[C:4]([C:6]1[S:10][C:9]([S:11](=[O:13])(=[O:12])[NH:17][OH:18])=[CH:8][CH:7]=1)=[O:5])[CH3:2]. Given the reactants [CH2:1]([N:3]([CH2:15][CH3:16])[C:4]([C:6]1[S:10][C:9]([S:11](Cl)(=[O:13])=[O:12])=[CH:8][CH:7]=1)=[O:5])[CH3:2].[NH2:17][OH:18].C(OCC)(=O)C, predict the reaction product. (5) Given the reactants [Cl:1][C:2]1[CH:3]=[C:4]([C:9]2([C:26]([F:29])([F:28])[F:27])[O:13][N:12]=[C:11]([C:14]3[N:15]4[C:19]([C:20]([C:23]([OH:25])=O)=[CH:21][CH:22]=3)=[CH:18][CH:17]=[CH:16]4)[CH2:10]2)[CH:5]=[C:6]([Cl:8])[CH:7]=1.[CH3:30][S:31][CH2:32][CH2:33][NH2:34], predict the reaction product. The product is: [CH3:30][S:31][CH2:32][CH2:33][NH:34][C:23]([C:20]1[C:19]2[N:15]([CH:16]=[CH:17][CH:18]=2)[C:14]([C:11]2[CH2:10][C:9]([C:4]3[CH:5]=[C:6]([Cl:8])[CH:7]=[C:2]([Cl:1])[CH:3]=3)([C:26]([F:27])([F:28])[F:29])[O:13][N:12]=2)=[CH:22][CH:21]=1)=[O:25]. (6) Given the reactants [CH2:1]([O:3][C:4](=[O:17])[C:5]1[CH:10]=[CH:9][CH:8]=[C:7]([S:11][CH2:12][C:13](=O)[CH3:14])[C:6]=1[F:16])[CH3:2].Cl.[Cl:19][C:20]1[CH:21]=[C:22]([NH:26]N)[CH:23]=[CH:24][CH:25]=1, predict the reaction product. The product is: [CH2:1]([O:3][C:4](=[O:17])[C:5]1[CH:10]=[CH:9][CH:8]=[C:7]([S:11][C:12]2[C:23]3[C:22](=[CH:21][C:20]([Cl:19])=[CH:25][CH:24]=3)[NH:26][C:13]=2[CH3:14])[C:6]=1[F:16])[CH3:2].